Task: Binary Classification. Given a miRNA mature sequence and a target amino acid sequence, predict their likelihood of interaction.. Dataset: Experimentally validated miRNA-target interactions with 360,000+ pairs, plus equal number of negative samples The miRNA is mmu-miR-500-3p with sequence AAUGCACCUGGGCAAGGGUUCA. The protein sequence of the target gene is MAAVAMTPNPVQTLQEEAVCAICLDYFTDPVSIGCGHNFCRVCVTQLWGGEDEEDRDELDREEEEEDGEEEEVEAVGAGAGWDTPMRDEDYEGDMEEEVEEEEEGVFWTSGMSRSSWDNMDYVWEEEDEEEDLDYYLGDMEEEDLRGEDEEDEEEVLEEVEEEDLDPVTPLPPPPAPRRCFTCPQCRKSFPRRSFRPNLQLANMVQVIRQMHPTPGRGSRVTDQGICPKHQEALKLFCEVDEEAICVVCRESRSHKQHSVVPLEEVVQEYKAKLQGHVEPLRKHLEAVQKMKAKEERRVT.... Result: 0 (no interaction).